From a dataset of Peptide-MHC class I binding affinity with 185,985 pairs from IEDB/IMGT. Regression. Given a peptide amino acid sequence and an MHC pseudo amino acid sequence, predict their binding affinity value. This is MHC class I binding data. (1) The peptide sequence is ELLSHVGQA. The MHC is HLA-B40:01 with pseudo-sequence HLA-B40:01. The binding affinity (normalized) is 0.0847. (2) The peptide sequence is ADNLITEML. The MHC is HLA-B45:01 with pseudo-sequence HLA-B45:01. The binding affinity (normalized) is 0.